Predict the reaction yield, written as a fraction of the theoretical maximum amount of product (1.0 means a 100% yield; for example, 0.34 means a 34% yield). From a dataset of Reaction yield outcomes from USPTO patents with 853,638 reactions. The reactants are C1N2CN3[CH2:10][N:4](C2)CN1C3.[F:11][C:12]1[CH:21]=[CH:20][C:15]([C:16](=[O:19])CBr)=[CH:14][C:13]=1[C:22]([F:25])([F:24])[F:23].C(OCC)(=O)C.C(O)C.[ClH:35]. No catalyst specified. The product is [ClH:35].[NH2:4][CH2:10][C:16]([C:15]1[CH:20]=[CH:21][C:12]([F:11])=[C:13]([C:22]([F:25])([F:23])[F:24])[CH:14]=1)=[O:19]. The yield is 1.00.